This data is from Catalyst prediction with 721,799 reactions and 888 catalyst types from USPTO. The task is: Predict which catalyst facilitates the given reaction. (1) Reactant: [S:1]1[CH:5]=[CH:4][N:3]=[CH:2]1.[CH3:6]N(C=O)C. Product: [S:1]1[CH:5]=[CH:4][CH:6]=[CH:2]1.[S:1]1[CH:5]=[CH:4][N:3]=[CH:2]1. The catalyst class is: 45. (2) Reactant: O=[C:2]1[CH2:6][CH2:5][CH2:4][CH:3]1[C:7]([O:9]CC)=O.[NH2:12][C:13]([NH2:15])=[O:14].Cl.[OH-].[Na+]. Product: [N:12]1[C:2]2[CH2:6][CH2:5][CH2:4][C:3]=2[C:7]([OH:9])=[N:15][C:13]=1[OH:14]. The catalyst class is: 14. (3) Reactant: C(=O)(O)[O-].[Na+].Br.[Br:7][C:8]1[N:13]2[CH:14]=[CH:15][N:16]=[C:12]2[CH:11]=[CH:10][CH:9]=1. Product: [Br:7][C:8]1[N:13]2[CH:14]=[CH:15][N:16]=[C:12]2[CH:11]=[CH:10][CH:9]=1. The catalyst class is: 13. (4) Reactant: [F:1][C:2]([F:8])([F:7])[CH2:3][CH:4]=[N:5][OH:6].[CH2:9]([O:11][C:12](=[O:15])[C:13]#[CH:14])[CH3:10].[O-]Cl.[Na+]. Product: [CH2:9]([O:11][C:12]([C:13]1[O:6][N:5]=[C:4]([CH2:3][C:2]([F:8])([F:7])[F:1])[CH:14]=1)=[O:15])[CH3:10]. The catalyst class is: 1. (5) Reactant: [C:1]([O:5][C:6]([N:8]1[CH2:11][CH:10](OS(C)(=O)=O)[CH2:9]1)=[O:7])([CH3:4])([CH3:3])[CH3:2].[N-:17]=[N+:18]=[N-:19].[Na+]. Product: [N:17]([CH:10]1[CH2:11][N:8]([C:6]([O:5][C:1]([CH3:4])([CH3:3])[CH3:2])=[O:7])[CH2:9]1)=[N+:18]=[N-:19]. The catalyst class is: 9. (6) Reactant: [F:1][C:2]1[CH:3]=[C:4]([C:9]2[CH:14]=[CH:13][C:12]([C:15]([NH:17][C@@H:18]([C:30]([O:32]CC3C=CC=CC=3)=[O:31])[CH2:19][C:20]([O:22]CC3C=CC=CC=3)=[O:21])=[O:16])=[C:11]([NH:40][C:41]([NH:43][C:44]3[C:49]([CH3:50])=[CH:48][C:47]([CH3:51])=[CH:46][C:45]=3[CH3:52])=[O:42])[CH:10]=2)[CH:5]=[CH:6][C:7]=1[F:8].[H][H]. Product: [F:1][C:2]1[CH:3]=[C:4]([C:9]2[CH:14]=[CH:13][C:12]([C:15]([NH:17][C@@H:18]([C:30]([OH:32])=[O:31])[CH2:19][C:20]([OH:22])=[O:21])=[O:16])=[C:11]([NH:40][C:41]([NH:43][C:44]3[C:49]([CH3:50])=[CH:48][C:47]([CH3:51])=[CH:46][C:45]=3[CH3:52])=[O:42])[CH:10]=2)[CH:5]=[CH:6][C:7]=1[F:8]. The catalyst class is: 19. (7) Reactant: [CH:1]([C:4]1[NH:8][N:7]=[C:6]([C:9]2[CH:14]=[CH:13][CH:12]=[CH:11][CH:10]=2)[CH:5]=1)([CH3:3])[CH3:2].[I-:15].[Na+].II.C(=O)([O-])[O-].[K+].[K+]. Product: [I:15][C:5]1[C:6]([C:9]2[CH:14]=[CH:13][CH:12]=[CH:11][CH:10]=2)=[N:7][NH:8][C:4]=1[CH:1]([CH3:3])[CH3:2]. The catalyst class is: 20. (8) The catalyst class is: 9. Product: [Cl:24][C:25]1[CH:26]=[C:27]([CH:30]=[CH:31][CH:32]=1)[CH2:28][N:11]1[C:12]2[C:17](=[N:16][C:15]([CH3:20])=[CH:14][CH:13]=2)[C:18](=[O:19])[C:9]([C:7](=[O:8])[C:6]2[CH:21]=[CH:22][C:3]([O:2][CH3:1])=[C:4]([CH3:23])[CH:5]=2)=[CH:10]1. Reactant: [CH3:1][O:2][C:3]1[CH:22]=[CH:21][C:6]([C:7]([C:9]2[C:18](=[O:19])[C:17]3[C:12](=[CH:13][CH:14]=[C:15]([CH3:20])[N:16]=3)[NH:11][CH:10]=2)=[O:8])=[CH:5][C:4]=1[CH3:23].[Cl:24][C:25]1[CH:26]=[C:27]([CH:30]=[CH:31][CH:32]=1)[CH2:28]Cl. (9) Reactant: [CH3:1][N:2]1[CH2:7][CH:6]=[C:5]([C:8]2[CH:13]=[CH:12][C:11]([N+:14]([O-])=O)=[CH:10][CH:9]=2)[CH2:4][CH2:3]1. Product: [CH3:1][N:2]1[CH2:7][CH2:6][CH:5]([C:8]2[CH:9]=[CH:10][C:11]([NH2:14])=[CH:12][CH:13]=2)[CH2:4][CH2:3]1. The catalyst class is: 19.